Dataset: Reaction yield outcomes from USPTO patents with 853,638 reactions. Task: Predict the reaction yield, written as a fraction of the theoretical maximum amount of product (1.0 means a 100% yield; for example, 0.34 means a 34% yield). (1) The reactants are [F:1][C:2]1[CH:3]=[C:4]([CH:32]=[CH:33][CH:34]=1)[CH2:5][N:6]1[C:14]2[C:9](=[CH:10][C:11]([NH:15][C:16]3[C:25]4[C:20](=[CH:21][CH:22]=[CH:23][C:24]=4[O:26][C@@H:27]([CH3:31])[C:28](O)=[O:29])[N:19]=[CH:18][N:17]=3)=[CH:12][CH:13]=2)[CH:8]=[N:7]1.[NH:35]1[CH2:40][CH2:39][O:38][CH2:37][CH2:36]1. No catalyst specified. The product is [F:1][C:2]1[CH:3]=[C:4]([CH:32]=[CH:33][CH:34]=1)[CH2:5][N:6]1[C:14]2[C:9](=[CH:10][C:11]([NH:15][C:16]3[C:25]4[C:20](=[CH:21][CH:22]=[CH:23][C:24]=4[O:26][C@@H:27]([CH3:31])[C:28]([N:35]4[CH2:40][CH2:39][O:38][CH2:37][CH2:36]4)=[O:29])[N:19]=[CH:18][N:17]=3)=[CH:12][CH:13]=2)[CH:8]=[N:7]1. The yield is 0.260. (2) The reactants are [C:1]1([CH2:7][CH2:8][CH2:9][C:10]#[C:11][C:12]2[CH:13]=[C:14]([CH2:17][C:18]#N)[S:15][CH:16]=2)[CH:6]=[CH:5][CH:4]=[CH:3][CH:2]=1.[OH-].[K+].Cl.C(N(CC)CC)C.ClC(OCC)=[O:32].[BH4-].[Na+]. The catalyst is C(O)C.O.O1CCCC1. The product is [C:1]1([CH2:7][CH2:8][CH2:9][C:10]#[C:11][C:12]2[CH:13]=[C:14]([CH2:17][CH2:18][OH:32])[S:15][CH:16]=2)[CH:6]=[CH:5][CH:4]=[CH:3][CH:2]=1. The yield is 0.840.